Dataset: Acute oral toxicity (LD50) regression data from Zhu et al.. Task: Regression/Classification. Given a drug SMILES string, predict its toxicity properties. Task type varies by dataset: regression for continuous values (e.g., LD50, hERG inhibition percentage) or binary classification for toxic/non-toxic outcomes (e.g., AMES mutagenicity, cardiotoxicity, hepatotoxicity). Dataset: ld50_zhu. (1) The molecule is CCC=C(C)CO. The rat oral LD50 is 1.31, given as -log10 of the dose in mol/kg body weight (higher means more acutely toxic). (2) The molecule is CSc1ccc(OP(C)(C)=S)cc1C. The rat oral LD50 is 3.15, given as -log10 of the dose in mol/kg body weight (higher means more acutely toxic). (3) The compound is C=C1C(=CC=C2CCCC3(C)C2CCC3C(C)CCCC(C)(C)O)CC(O)CC1O. The rat oral LD50 is 5.83, given as -log10 of the dose in mol/kg body weight (higher means more acutely toxic). (4) The compound is C#CC(O)C=CC. The rat oral LD50 is 3.45, given as -log10 of the dose in mol/kg body weight (higher means more acutely toxic). (5) The molecule is Nc1nc2cc(Cl)c(O)cc2o1. The rat oral LD50 is 2.24, given as -log10 of the dose in mol/kg body weight (higher means more acutely toxic). (6) The compound is CC1=C(C(=O)Nc2ccccc2)CCCO1. The rat oral LD50 is 1.16, given as -log10 of the dose in mol/kg body weight (higher means more acutely toxic). (7) The molecule is C=CCNC(=O)OCC(O)C1COc2ccccc2O1. The rat oral LD50 is 2.27, given as -log10 of the dose in mol/kg body weight (higher means more acutely toxic).